Dataset: Catalyst prediction with 721,799 reactions and 888 catalyst types from USPTO. Task: Predict which catalyst facilitates the given reaction. (1) Reactant: Cl.Cl.[NH:3]1[CH2:8][CH2:7][CH2:6][C@@H:5]([NH:9][C:10]2[CH:11]=[C:12]3[C:16](=[CH:17][CH:18]=2)[NH:15][N:14]=[CH:13]3)[CH2:4]1.[CH:19]([C:21]1[CH:22]=[C:23]([CH:29]=[CH:30][CH:31]=1)[CH2:24][NH:25][C:26](=[O:28])[CH3:27])=O.C([O-])(=O)C.[Na+].C([BH3-])#N.[Na+]. Product: [NH:15]1[C:16]2[C:12](=[CH:11][C:10]([NH:9][C@@H:5]3[CH2:6][CH2:7][CH2:8][N:3]([CH2:19][C:21]4[CH:22]=[C:23]([CH2:24][NH:25][C:26](=[O:28])[CH3:27])[CH:29]=[CH:30][CH:31]=4)[CH2:4]3)=[CH:18][CH:17]=2)[CH:13]=[N:14]1. The catalyst class is: 5. (2) Reactant: [Br:1][C:2]1[CH:11]=[CH:10][CH:9]=[C:8]2[C:3]=1[CH:4]=[CH:5][N:6]=[C:7]2Cl.[CH3:13][O-:14].[Na+]. Product: [Br:1][C:2]1[CH:11]=[CH:10][CH:9]=[C:8]2[C:3]=1[CH:4]=[CH:5][N:6]=[C:7]2[O:14][CH3:13]. The catalyst class is: 5.